Dataset: Full USPTO retrosynthesis dataset with 1.9M reactions from patents (1976-2016). Task: Predict the reactants needed to synthesize the given product. (1) Given the product [ClH:22].[Cl:23][C:17]1[CH:18]=[CH:19][C:20]([Cl:22])=[CH:21][C:16]=1[C:8]1[CH:9]=[C:10]([F:15])[CH:11]=[C:12]2[C:7]=1[O:6][C@@H:5]([CH2:4][NH2:1])[CH:14]=[CH:13]2, predict the reactants needed to synthesize it. The reactants are: [N:1]([CH2:4][C@H:5]1[CH2:14][CH2:13][C:12]2[C:7](=[C:8]([C:16]3[CH:21]=[C:20]([Cl:22])[CH:19]=[CH:18][C:17]=3[Cl:23])[CH:9]=[C:10]([F:15])[CH:11]=2)[O:6]1)=[N+]=[N-].C1(P(C2C=CC=CC=2)C2C=CC=CC=2)C=CC=CC=1.CO.Cl. (2) Given the product [C:2]1([C:8]2[CH:14]=[CH:13][C:12]([C:15]3[CH:20]=[CH:19][CH:18]=[CH:17][CH:16]=3)=[CH:11][C:9]=2[I:25])[CH:7]=[CH:6][CH:5]=[CH:4][CH:3]=1, predict the reactants needed to synthesize it. The reactants are: Cl.[C:2]1([C:8]2[CH:14]=[CH:13][C:12]([C:15]3[CH:20]=[CH:19][CH:18]=[CH:17][CH:16]=3)=[CH:11][C:9]=2N)[CH:7]=[CH:6][CH:5]=[CH:4][CH:3]=1.N([O-])=O.[Na+].[I-:25].[K+].S(S([O-])=O)(O)=O.[Na+]. (3) The reactants are: Br[C:2]1[CH:9]=[CH:8][C:5]([C:6]#[N:7])=[C:4]([O:10][CH3:11])[CH:3]=1.[CH:12]([C:14]1[CH:15]=[C:16](B(O)O)[CH:17]=[CH:18][CH:19]=1)=[O:13]. Given the product [CH:12]([C:14]1[CH:19]=[C:18]([C:2]2[CH:9]=[CH:8][C:5]([C:6]#[N:7])=[C:4]([O:10][CH3:11])[CH:3]=2)[CH:17]=[CH:16][CH:15]=1)=[O:13], predict the reactants needed to synthesize it. (4) Given the product [N:13]1([C:4]([C:3]2[CH:7]=[CH:8][C:9]([F:11])=[CH:10][C:2]=2[F:1])=[O:5])[CH2:16][CH2:15][CH2:14]1, predict the reactants needed to synthesize it. The reactants are: [F:1][C:2]1[CH:10]=[C:9]([F:11])[CH:8]=[CH:7][C:3]=1[C:4](Cl)=[O:5].Cl.[NH:13]1[CH2:16][CH2:15][CH2:14]1.CCN(CC)CC. (5) Given the product [C:8]([O:12][C:13](=[O:14])[NH:15][C@H:16]([CH3:17])[CH2:23][N:1]1[CH:5]=[CH:4][CH:3]=[N:2]1)([CH3:11])([CH3:10])[CH3:9], predict the reactants needed to synthesize it. The reactants are: [NH:1]1[CH:5]=[CH:4][CH:3]=[N:2]1.[H-].[Na+].[C:8]([O:12][C:13]([NH:15][C@H:16]([CH3:23])[CH2:17]OS(C)(=O)=O)=[O:14])([CH3:11])([CH3:10])[CH3:9].O. (6) Given the product [Br:24][C:25]1[CH:26]=[C:27]([F:32])[C:28]([N:21]2[CH2:22][CH2:23][CH:18]([N:4]([CH:1]3[CH2:3][CH2:2]3)[C:5](=[O:17])[C:6]3[CH:7]=[CH:8][C:9]([C:12]4[O:16][CH:15]=[N:14][CH:13]=4)=[CH:10][CH:11]=3)[CH2:19][CH2:20]2)=[N:29][CH:30]=1, predict the reactants needed to synthesize it. The reactants are: [CH:1]1([N:4]([CH:18]2[CH2:23][CH2:22][NH:21][CH2:20][CH2:19]2)[C:5](=[O:17])[C:6]2[CH:11]=[CH:10][C:9]([C:12]3[O:16][CH:15]=[N:14][CH:13]=3)=[CH:8][CH:7]=2)[CH2:3][CH2:2]1.[Br:24][C:25]1[CH:26]=[C:27]([F:32])[C:28](F)=[N:29][CH:30]=1.C([O-])([O-])=O.[K+].[K+]. (7) The reactants are: [N+:1]([C:4]1[CH:5]=[C:6]([C:12]#[N:13])[C:7](=[CH:10][CH:11]=1)[C:8]#[N:9])([O-])=O.[H][H]. Given the product [NH2:1][C:4]1[CH:5]=[C:6]([C:12]#[N:13])[C:7](=[CH:10][CH:11]=1)[C:8]#[N:9], predict the reactants needed to synthesize it.